From a dataset of Reaction yield outcomes from USPTO patents with 853,638 reactions. Predict the reaction yield, written as a fraction of the theoretical maximum amount of product (1.0 means a 100% yield; for example, 0.34 means a 34% yield). (1) The reactants are [CH:1]1([NH:6][C:7]([N:9]2[C:17]3[C:12](=[CH:13][C:14]([O:18][C:19]4[CH:24]=[CH:23][N:22]=[C:21]([NH2:25])[CH:20]=4)=[CH:15][CH:16]=3)[CH:11]=[CH:10]2)=[O:8])[CH2:5][CH2:4][CH2:3][CH2:2]1.C(N(CC)CC)C.N1C=[CH:37][CH:36]=[CH:35][CH:34]=1.Cl[C:40]([O:42][C:43]1[CH:48]=[CH:47][CH:46]=[CH:45][CH:44]=1)=[O:41].[C:49]([O:52][CH2:53][CH3:54])(=[O:51])C. The catalyst is O1CCCC1.CCCCCC. The product is [CH:1]1([NH:6][C:7]([N:9]2[C:17]3[C:12](=[CH:13][C:14]([O:18][C:19]4[CH:24]=[CH:23][N:22]=[C:21]([N:25]([C:49]([O:52][C:53]5[CH:54]=[CH:37][CH:36]=[CH:35][CH:34]=5)=[O:51])[C:40](=[O:41])[O:42][C:43]5[CH:48]=[CH:47][CH:46]=[CH:45][CH:44]=5)[CH:20]=4)=[CH:15][CH:16]=3)[CH:11]=[CH:10]2)=[O:8])[CH2:2][CH2:3][CH2:4][CH2:5]1. The yield is 0.952. (2) The catalyst is [OH-].[Na+].CC(C)=O. The reactants are [NH:1]1[CH2:8][CH2:7][CH2:6][C@@H:2]1[C:3]([OH:5])=[O:4].[C:9](Cl)(=[O:13])[C:10]([CH3:12])=[CH2:11]. The product is [C:9]([N:1]1[CH2:8][CH2:7][CH2:6][C@@H:2]1[C:3]([OH:5])=[O:4])(=[O:13])[C:10]([CH3:12])=[CH2:11]. The yield is 0.680. (3) The reactants are [CH:1]1([NH:4][C:5]([NH:7][C:8]2[CH:13]=[CH:12][C:11]([O:14][C:15]3[CH:20]=[CH:19][N:18]=[C:17]4[CH:21]=[C:22]([C:24]5[CH:29]=[CH:28][C:27]([CH2:30][N:31]6[CH2:36][CH2:35][NH:34][CH2:33][CH2:32]6)=[CH:26][N:25]=5)[S:23][C:16]=34)=[C:10]([F:37])[CH:9]=2)=[O:6])[CH2:3][CH2:2]1.C(N(CC)CC)C.Cl[CH2:46][C:47](Cl)=[O:48].[CH3:50][N:51]([CH3:55])[CH2:52][CH2:53][NH2:54]. The catalyst is C(Cl)Cl. The product is [CH:1]1([NH:4][C:5]([NH:7][C:8]2[CH:13]=[CH:12][C:11]([O:14][C:15]3[CH:20]=[CH:19][N:18]=[C:17]4[CH:21]=[C:22]([C:24]5[CH:29]=[CH:28][C:27]([CH2:30][N:31]6[CH2:32][CH2:33][N:34]([C:47](=[O:48])[CH2:46][NH:54][CH2:53][CH2:52][N:51]([CH3:55])[CH3:50])[CH2:35][CH2:36]6)=[CH:26][N:25]=5)[S:23][C:16]=34)=[C:10]([F:37])[CH:9]=2)=[O:6])[CH2:3][CH2:2]1. The yield is 0.100.